This data is from Forward reaction prediction with 1.9M reactions from USPTO patents (1976-2016). The task is: Predict the product of the given reaction. (1) Given the reactants [CH3:1][S:2]([C:5]1[CH:6]=[C:7]([NH2:11])[CH:8]=[CH:9][CH:10]=1)(=[O:4])=[O:3].C(N(C(C)C)CC)(C)C.Cl[C:22](Cl)([O:24]C(=O)OC(Cl)(Cl)Cl)Cl.[CH3:33][C:34]1([CH3:48])[C:38]([CH3:40])([CH3:39])[O:37][B:36]([C:41]2[CH:42]=[C:43]([NH2:47])[CH:44]=[CH:45][CH:46]=2)[O:35]1, predict the reaction product. The product is: [CH3:1][S:2]([C:5]1[CH:6]=[C:7]([NH:11][C:22]([NH:47][C:43]2[CH:44]=[CH:45][CH:46]=[C:41]([B:36]3[O:35][C:34]([CH3:48])([CH3:33])[C:38]([CH3:39])([CH3:40])[O:37]3)[CH:42]=2)=[O:24])[CH:8]=[CH:9][CH:10]=1)(=[O:3])=[O:4]. (2) Given the reactants [Cl:1][C:2]1[CH:7]=[CH:6][C:5]([N:8]2[C:16]([NH:17][CH:18]3[CH2:23][CH2:22][CH2:21][CH2:20][CH2:19]3)=[C:15]3[C:10]([CH:11]=[CH:12][CH:13]=[CH:14]3)=[N:9]2)=[CH:4][CH:3]=1.[CH3:24][O:25][C:26](=[O:37])[C:27]1[CH:32]=[CH:31][CH:30]=[C:29]([N:33]=[C:34]=[O:35])[C:28]=1[CH3:36].CCN(CC)CC, predict the reaction product. The product is: [CH3:24][O:25][C:26](=[O:37])[C:27]1[CH:32]=[CH:31][CH:30]=[C:29]([NH:33][C:34]([N:17]([C:16]2[N:8]([C:5]3[CH:6]=[CH:7][C:2]([Cl:1])=[CH:3][CH:4]=3)[N:9]=[C:10]3[C:15]=2[CH:14]=[CH:13][CH:12]=[CH:11]3)[CH:18]2[CH2:23][CH2:22][CH2:21][CH2:20][CH2:19]2)=[O:35])[C:28]=1[CH3:36]. (3) Given the reactants [C:1]1([CH3:35])[CH:6]=[CH:5][C:4]([C:7]2[N:8]=[C:9]3[CH2:23][CH2:22][CH2:21][N:20]([CH2:24][CH2:25][CH2:26][CH2:27][CH:28]4[O:32]N=[C:30]([O:33][CH3:34])[CH2:29]4)[C:10]3=[N:11][C:12]=2[C:13]2[CH:18]=[CH:17][C:16]([CH3:19])=[CH:15][CH:14]=2)=[CH:3][CH:2]=1.B(O)(O)O.[OH2:40], predict the reaction product. The product is: [C:1]1([CH3:35])[CH:2]=[CH:3][C:4]([C:7]2[N:8]=[C:9]3[CH2:23][CH2:22][CH2:21][N:20]([CH2:24][CH2:25][CH2:26][CH2:27][CH:28]([OH:32])[CH2:29][C:30]([O:33][CH3:34])=[O:40])[C:10]3=[N:11][C:12]=2[C:13]2[CH:18]=[CH:17][C:16]([CH3:19])=[CH:15][CH:14]=2)=[CH:5][CH:6]=1.